Dataset: Reaction yield outcomes from USPTO patents with 853,638 reactions. Task: Predict the reaction yield, written as a fraction of the theoretical maximum amount of product (1.0 means a 100% yield; for example, 0.34 means a 34% yield). (1) The reactants are Cl[C:2]1[N:11]=[C:10]([N:12]2[CH2:16][CH2:15][C@H:14]([C:17]([NH:19][CH3:20])=[O:18])[CH2:13]2)[C:9]2[CH2:8][CH2:7][CH2:6][CH2:5][C:4]=2[N:3]=1.[NH2:21][C:22]1[CH:23]=[C:24]([CH:27]=[C:28]([NH2:30])[CH:29]=1)[C:25]#[N:26]. No catalyst specified. The product is [NH2:21][C:22]1[CH:29]=[C:28]([NH:30][C:2]2[N:11]=[C:10]([N:12]3[CH2:16][CH2:15][C@H:14]([C:17]([NH:19][CH3:20])=[O:18])[CH2:13]3)[C:9]3[CH2:8][CH2:7][CH2:6][CH2:5][C:4]=3[N:3]=2)[CH:27]=[C:24]([C:25]#[N:26])[CH:23]=1. The yield is 0.200. (2) The reactants are [CH3:1][C:2]([CH3:53])([CH3:52])[CH2:3][NH:4][C:5]([C:7]1[CH:12]=[CH:11][CH:10]=[C:9]([C:13]2[C:21]3[C:16](=[CH:17][CH:18]=[C:19]([C:22]4[N:26]=[CH:25][N:24](C(C5C=CC=CC=5)(C5C=CC=CC=5)C5C=CC=CC=5)[N:23]=4)[CH:20]=3)[N:15](C3CCCCO3)[N:14]=2)[CH:8]=1)=[O:6].Cl.C(=O)(O)[O-].[Na+]. The catalyst is O1CCOCC1. The product is [NH:23]1[C:22]([C:19]2[CH:20]=[C:21]3[C:16](=[CH:17][CH:18]=2)[NH:15][N:14]=[C:13]3[C:9]2[CH:8]=[C:7]([C:5]([NH:4][CH2:3][C:2]([CH3:53])([CH3:52])[CH3:1])=[O:6])[CH:12]=[CH:11][CH:10]=2)=[N:26][CH:25]=[N:24]1. The yield is 0.210. (3) The reactants are [NH2:1][C:2]1[CH:7]=[CH:6][C:5]([Br:8])=[CH:4][N:3]=1.[CH3:9][N:10]([CH:12](OC)OC)[CH3:11]. The catalyst is CO. The product is [Br:8][C:5]1[CH:6]=[CH:7][C:2]([N:1]=[CH:9][N:10]([CH3:12])[CH3:11])=[N:3][CH:4]=1. The yield is 0.620. (4) The reactants are [C:1]1([C:7]#[C:8][C:9]([O:11][CH2:12][CH3:13])=[O:10])[CH:6]=[CH:5][CH:4]=[CH:3][CH:2]=1.CO[CH2:16][N:17]([CH2:23][C:24]1[CH:29]=[CH:28][CH:27]=[CH:26][CH:25]=1)[CH2:18][Si](C)(C)C.FC(F)(F)C(O)=O. The catalyst is ClCCl. The product is [CH2:12]([O:11][C:9]([C:8]1[CH2:16][N:17]([CH2:23][C:24]2[CH:29]=[CH:28][CH:27]=[CH:26][CH:25]=2)[CH2:18][C:7]=1[C:1]1[CH:6]=[CH:5][CH:4]=[CH:3][CH:2]=1)=[O:10])[CH3:13]. The yield is 0.800. (5) The reactants are [NH:1]1[CH2:4][CH:3]([O:5][C:6]2[N:10]([C:11]3[CH:16]=[CH:15][N:14]=[C:13]([NH2:17])[N:12]=3)[C:9]3[CH:18]=[C:19]([Br:22])[CH:20]=[CH:21][C:8]=3[N:7]=2)[CH2:2]1.C(N(CC)CC)C.Br[CH2:31][CH2:32][OH:33]. No catalyst specified. The product is [NH2:17][C:13]1[N:12]=[C:11]([N:10]2[C:9]3[CH:18]=[C:19]([Br:22])[CH:20]=[CH:21][C:8]=3[N:7]=[C:6]2[O:5][CH:3]2[CH2:2][N:1]([CH2:31][CH2:32][OH:33])[CH2:4]2)[CH:16]=[CH:15][N:14]=1. The yield is 0.500. (6) The reactants are C(OC([N:8]1[CH2:13][CH2:12][CH:11]([N:14]([C:24]2[CH:28]=[C:27]([C:29]3[CH2:34][CH2:33][CH2:32][CH2:31][CH:30]=3)[S:26][C:25]=2[C:35]([O:37][CH3:38])=[O:36])[C:15]([C@H:17]2[CH2:22][CH2:21][C@H:20]([CH3:23])[CH2:19][CH2:18]2)=[O:16])[CH2:10][CH2:9]1)=O)(C)(C)C. The catalyst is ClCCl.FC(F)(F)C(O)=O. The product is [CH3:38][O:37][C:35]([C:25]1[S:26][C:27]([C:29]2[CH2:34][CH2:33][CH2:32][CH2:31][CH:30]=2)=[CH:28][C:24]=1[N:14]([C:15]([C@H:17]1[CH2:22][CH2:21][C@H:20]([CH3:23])[CH2:19][CH2:18]1)=[O:16])[CH:11]1[CH2:12][CH2:13][NH:8][CH2:9][CH2:10]1)=[O:36]. The yield is 0.800.